From a dataset of Forward reaction prediction with 1.9M reactions from USPTO patents (1976-2016). Predict the product of the given reaction. (1) The product is: [Cl:11][C:12]1[CH:24]=[CH:23][C:22]([Cl:25])=[CH:21][C:13]=1[C:14]([NH:16][CH2:17][CH2:18][N:19]([CH:8]=[O:10])[OH:20])=[O:15]. Given the reactants C(OC(=O)C)(=O)C.[CH:8]([OH:10])=O.[Cl:11][C:12]1[CH:24]=[CH:23][C:22]([Cl:25])=[CH:21][C:13]=1[C:14]([NH:16][CH2:17][CH2:18][NH:19][OH:20])=[O:15], predict the reaction product. (2) Given the reactants [C:1]([O:5][C:6]([NH:8][C@@H:9]([C:11]1[CH:20]=[CH:19][C:18]2[C:13](=[CH:14][C:15](/[CH:21]=[CH:22]/[C:23]3([C:29]([OH:31])=[O:30])[CH2:28][CH2:27][CH2:26][CH2:25][O:24]3)=[CH:16][CH:17]=2)[N:12]=1)[CH3:10])=[O:7])([CH3:4])([CH3:3])[CH3:2].C(N(CC)C(C)C)(C)C.CC1C=CC=C([N+]([O-])=O)C=1C(OC(=O)C1C([N+]([O-])=O)=CC=CC=1C)=O.[Cl:66][C:67]([Cl:91])([Cl:90])[CH2:68][O:69][C:70]([C@@H:72]1[CH2:77][CH2:76][CH2:75][N:74]([C:78](=[O:89])[C@@H:79]([NH:81][C:82](=[O:88])[C@@H:83](O)[CH:84]([CH3:86])[CH3:85])[CH3:80])[NH:73]1)=[O:71], predict the reaction product. The product is: [Cl:90][C:67]([Cl:66])([Cl:91])[CH2:68][O:69][C:70]([C@@H:72]1[CH2:77][CH2:76][CH2:75][N:74]([C:78](=[O:89])[C@@H:79]([NH:81][C:82](=[O:88])[C@@H:83]([O:30][C:29]([C:23]2(/[CH:22]=[CH:21]/[C:15]3[CH:14]=[C:13]4[C:18]([CH:19]=[CH:20][C:11]([C@H:9]([NH:8][C:6]([O:5][C:1]([CH3:2])([CH3:3])[CH3:4])=[O:7])[CH3:10])=[N:12]4)=[CH:17][CH:16]=3)[CH2:28][CH2:27][CH2:26][CH2:25][O:24]2)=[O:31])[CH:84]([CH3:85])[CH3:86])[CH3:80])[NH:73]1)=[O:71].